From a dataset of Forward reaction prediction with 1.9M reactions from USPTO patents (1976-2016). Predict the product of the given reaction. (1) Given the reactants [CH3:1]I.[H-].[Na+].[Br:5][C:6]1[CH:11]=[CH:10][C:9]([CH2:12][C:13]#N)=[C:8]([F:15])[CH:7]=1.C[N:17]([CH:19]=O)C, predict the reaction product. The product is: [Br:5][C:6]1[CH:11]=[CH:10][C:9]([C:12]([CH3:1])([CH3:13])[C:19]#[N:17])=[C:8]([F:15])[CH:7]=1. (2) Given the reactants Cl.Cl.[NH:3]1[CH2:8][CH2:7][CH2:6][C@@H:5]([CH2:9][N:10]2[CH2:15][CH2:14][N:13]([C:16]([O:18][CH2:19][C:20]3[CH:25]=[CH:24][CH:23]=[CH:22][CH:21]=3)=[O:17])[CH2:12][CH2:11]2)[CH2:4]1.C(N(CC)C(C)C)(C)C.[C:35]1([CH2:41][CH:42]=O)[CH:40]=[CH:39][CH:38]=[CH:37][CH:36]=1.S([O-])([O-])(=O)=O.[Mg+2].C(O[BH-](OC(=O)C)OC(=O)C)(=O)C.[Na+], predict the reaction product. The product is: [C:35]1([CH:41]([N:3]2[CH2:8][CH2:7][CH2:6][C@H:5]([CH2:9][N:10]3[CH2:11][CH2:12][N:13]([C:16]([O:18][CH2:19][C:20]4[CH:21]=[CH:22][CH:23]=[CH:24][CH:25]=4)=[O:17])[CH2:14][CH2:15]3)[CH2:4]2)[CH3:42])[CH:40]=[CH:39][CH:38]=[CH:37][CH:36]=1. (3) The product is: [ClH:32].[NH2:8][CH2:9][C@@H:10]([C:29]([OH:31])=[O:30])[NH:11][C:12]([O:14][CH2:15][CH:16]1[C:17]2[CH:18]=[CH:19][CH:20]=[CH:21][C:22]=2[C:23]2[C:28]1=[CH:27][CH:26]=[CH:25][CH:24]=2)=[O:13]. Given the reactants C(OC([NH:8][CH2:9][C@H:10]([C:29]([OH:31])=[O:30])[NH:11][C:12]([O:14][CH2:15][CH:16]1[C:28]2[CH:27]=[CH:26][CH:25]=[CH:24][C:23]=2[C:22]2[C:17]1=[CH:18][CH:19]=[CH:20][CH:21]=2)=[O:13])=O)(C)(C)C.[ClH:32], predict the reaction product. (4) The product is: [F:1][C:2]1[CH:3]=[C:4]([CH:5]=[CH:6][CH:7]=1)[O:8][C:10]1[CH:17]=[CH:16][C:15]([CH:18]=[O:19])=[CH:14][C:11]=1[C:12]#[N:13]. Given the reactants [F:1][C:2]1[CH:3]=[C:4]([OH:8])[CH:5]=[CH:6][CH:7]=1.F[C:10]1[CH:17]=[CH:16][C:15]([CH:18]=[O:19])=[CH:14][C:11]=1[C:12]#[N:13], predict the reaction product. (5) Given the reactants [CH3:1][O:2][C:3]1[CH:11]=[CH:10][C:9]2[N:8]3[CH2:12][CH2:13][NH:14][C:15](=O)[C:7]3=[CH:6][C:5]=2[CH:4]=1.[H-].[H-].[H-].[H-].[Li+].[Al+3], predict the reaction product. The product is: [CH3:1][O:2][C:3]1[CH:11]=[CH:10][C:9]2[N:8]3[CH2:12][CH2:13][NH:14][CH2:15][C:7]3=[CH:6][C:5]=2[CH:4]=1. (6) Given the reactants Cl.[NH2:2][C:3]1[CH:32]=[CH:31][C:6]2[NH:7][C:8]([C:13]3[C:14](=[O:30])[C:15]([CH3:29])([CH2:24][CH2:25][CH:26]([CH3:28])[CH3:27])[C:16]4[C:21]([C:22]=3[OH:23])=[CH:20][CH:19]=[CH:18][CH:17]=4)=[N:9][S:10](=[O:12])(=[O:11])[C:5]=2[CH:4]=1.[S:33](Cl)([CH3:36])(=[O:35])=[O:34].N1C=CC=CC=1, predict the reaction product. The product is: [OH:23][C:22]1[C:21]2[C:16](=[CH:17][CH:18]=[CH:19][CH:20]=2)[C:15]([CH3:29])([CH2:24][CH2:25][CH:26]([CH3:28])[CH3:27])[C:14](=[O:30])[C:13]=1[C:8]1[NH:7][C:6]2[CH:31]=[CH:32][C:3]([NH:2][S:33]([CH3:36])(=[O:35])=[O:34])=[CH:4][C:5]=2[S:10](=[O:12])(=[O:11])[N:9]=1. (7) Given the reactants [C:1]([C:3]1[N:8]=[C:7]([C:9]2[CH:10]=[C:11]([C:15]3[C:16]4[C:23]([C:24]([O:26][CH2:27][CH3:28])=[O:25])=[CH:22][N:21](COCC[Si](C)(C)C)[C:17]=4[N:18]=[CH:19][N:20]=3)[CH:12]=[CH:13][CH:14]=2)[CH:6]=[CH:5][N:4]=1)#[N:2].C(O)(C(F)(F)F)=O.[OH-].[Na+], predict the reaction product. The product is: [C:1]([C:3]1[N:8]=[C:7]([C:9]2[CH:10]=[C:11]([C:15]3[C:16]4[C:23]([C:24]([O:26][CH2:27][CH3:28])=[O:25])=[CH:22][NH:21][C:17]=4[N:18]=[CH:19][N:20]=3)[CH:12]=[CH:13][CH:14]=2)[CH:6]=[CH:5][N:4]=1)#[N:2].